Dataset: NCI-60 drug combinations with 297,098 pairs across 59 cell lines. Task: Regression. Given two drug SMILES strings and cell line genomic features, predict the synergy score measuring deviation from expected non-interaction effect. (1) Drug 1: CC1=C(C(=CC=C1)Cl)NC(=O)C2=CN=C(S2)NC3=CC(=NC(=N3)C)N4CCN(CC4)CCO. Cell line: NCIH23. Drug 2: CN(CCCl)CCCl.Cl. Synergy scores: CSS=26.3, Synergy_ZIP=-0.614, Synergy_Bliss=1.48, Synergy_Loewe=2.70, Synergy_HSA=3.93. (2) Synergy scores: CSS=13.4, Synergy_ZIP=-3.13, Synergy_Bliss=5.08, Synergy_Loewe=-5.81, Synergy_HSA=5.69. Cell line: SK-MEL-28. Drug 1: CCC1=C2CN3C(=CC4=C(C3=O)COC(=O)C4(CC)O)C2=NC5=C1C=C(C=C5)O. Drug 2: CS(=O)(=O)CCNCC1=CC=C(O1)C2=CC3=C(C=C2)N=CN=C3NC4=CC(=C(C=C4)OCC5=CC(=CC=C5)F)Cl. (3) Drug 1: CC(C1=C(C=CC(=C1Cl)F)Cl)OC2=C(N=CC(=C2)C3=CN(N=C3)C4CCNCC4)N. Drug 2: CCC1(CC2CC(C3=C(CCN(C2)C1)C4=CC=CC=C4N3)(C5=C(C=C6C(=C5)C78CCN9C7C(C=CC9)(C(C(C8N6C)(C(=O)OC)O)OC(=O)C)CC)OC)C(=O)OC)O.OS(=O)(=O)O. Cell line: OVCAR-8. Synergy scores: CSS=46.2, Synergy_ZIP=11.9, Synergy_Bliss=16.9, Synergy_Loewe=-0.764, Synergy_HSA=16.2. (4) Drug 1: C(CC(=O)O)C(=O)CN.Cl. Drug 2: C1CC(=O)NC(=O)C1N2C(=O)C3=CC=CC=C3C2=O. Cell line: SF-539. Synergy scores: CSS=13.1, Synergy_ZIP=-5.61, Synergy_Bliss=-0.852, Synergy_Loewe=-4.68, Synergy_HSA=-1.04.